From a dataset of Forward reaction prediction with 1.9M reactions from USPTO patents (1976-2016). Predict the product of the given reaction. (1) Given the reactants C1(C)C=CC=CC=1.[NH2:8][C:9]1[C:10]([C:26]([NH2:28])=[O:27])=[N:11][C:12]([C:16]2[CH:21]=[CH:20][C:19](=[O:22])[N:18]([CH:23]([CH3:25])[CH3:24])[CH:17]=2)=[C:13](Cl)[N:14]=1.C([Sn](CCCC)(CCCC)[C:34]1[CH:39]=[CH:38][CH:37]=[CH:36][N:35]=1)CCC.O, predict the reaction product. The product is: [NH2:8][C:9]1[C:10]([C:26]([NH2:28])=[O:27])=[N:11][C:12]([C:16]2[CH:21]=[CH:20][C:19](=[O:22])[N:18]([CH:23]([CH3:25])[CH3:24])[CH:17]=2)=[C:13]([C:34]2[CH:39]=[CH:38][CH:37]=[CH:36][N:35]=2)[N:14]=1. (2) Given the reactants [OH:1][C:2]1[CH:3]=[CH:4][CH:5]=[C:6]2[C:11]=1[N:10]=[C:9]([CH3:12])[NH:8][C:7]2=O.P(Cl)(Cl)([Cl:16])=O, predict the reaction product. The product is: [Cl:16][C:7]1[C:6]2[C:11](=[C:2]([OH:1])[CH:3]=[CH:4][CH:5]=2)[N:10]=[C:9]([CH3:12])[N:8]=1. (3) Given the reactants CS(Cl)(=O)=O.[Cl:6][C:7]1[CH:8]=[C:9]([CH:23]=[CH:24][C:25]=1[Cl:26])[CH2:10][N:11]1[C:19]2[C:14](=[CH:15][CH:16]=[CH:17][CH:18]=2)[CH:13]=[C:12]1[C:20](O)=O.[N:27]1C=CC=CC=1, predict the reaction product. The product is: [Cl:6][C:7]1[CH:8]=[C:9]([CH:23]=[CH:24][C:25]=1[Cl:26])[CH2:10][N:11]1[C:19]2[C:14](=[CH:15][CH:16]=[CH:17][CH:18]=2)[CH:13]=[C:12]1[C:20]#[N:27]. (4) Given the reactants Cl[C:2]1[N:9]=[CH:8][C:7]([F:10])=[CH:6][C:3]=1[C:4]#[N:5].[F:11][C:12]1[CH:17]=[CH:16][C:15](B(O)O)=[CH:14][CH:13]=1, predict the reaction product. The product is: [F:10][C:7]1[CH:8]=[N:9][C:2]([C:15]2[CH:16]=[CH:17][C:12]([F:11])=[CH:13][CH:14]=2)=[C:3]([CH:6]=1)[C:4]#[N:5]. (5) Given the reactants [CH3:1][O:2][CH2:3][CH2:4][CH2:5][N:6]1[C:11]2[CH:12]=[C:13]([CH:16]=[CH:17][C@@H:18]3[C@@H:23]([C:24]4[CH:33]=[CH:32][C:27]([C:28]([O:30][CH3:31])=[O:29])=[CH:26][CH:25]=4)[C@H:22]([O:34][Si:35]([CH:42]([CH3:44])[CH3:43])([CH:39]([CH3:41])[CH3:40])[CH:36]([CH3:38])[CH3:37])[CH2:21][N:20]([S:45]([C:48]4[CH:53]=[CH:52][C:51]([CH3:54])=[CH:50][CH:49]=4)(=[O:47])=[O:46])[CH2:19]3)[CH:14]=[CH:15][C:10]=2[O:9][CH2:8][C:7]1=[O:55], predict the reaction product. The product is: [CH3:1][O:2][CH2:3][CH2:4][CH2:5][N:6]1[C:11]2[CH:12]=[C:13]([CH2:16][CH2:17][C@@H:18]3[C@@H:23]([C:24]4[CH:33]=[CH:32][C:27]([C:28]([O:30][CH3:31])=[O:29])=[CH:26][CH:25]=4)[C@H:22]([O:34][Si:35]([CH:42]([CH3:44])[CH3:43])([CH:36]([CH3:38])[CH3:37])[CH:39]([CH3:41])[CH3:40])[CH2:21][N:20]([S:45]([C:48]4[CH:53]=[CH:52][C:51]([CH3:54])=[CH:50][CH:49]=4)(=[O:46])=[O:47])[CH2:19]3)[CH:14]=[CH:15][C:10]=2[O:9][CH2:8][C:7]1=[O:55]. (6) Given the reactants [OH:1][CH:2]1[CH:18]2[CH:9]([CH2:10][CH2:11][C:12]3[C@:17]2([CH3:19])[CH:16]=[CH:15][C:14](=[O:20])[CH:13]=3)[CH:8]2[C@@:4]([CH3:25])([C@@:5]([OH:24])([C:21]([OH:23])=[O:22])[CH2:6][CH2:7]2)[CH2:3]1.[C:26](=O)([O-])[O-].[Cs+].[Cs+].FC(F)(F)S([O-])(=O)=O.C[S+](C1C=CC=CC=1)C1C=C(C)C(C)=C(C)C=1C.CCCCCCC, predict the reaction product. The product is: [OH:1][CH:2]1[CH:18]2[CH:9]([CH2:10][CH2:11][C:12]3[C@:17]2([CH3:19])[CH:16]=[CH:15][C:14](=[O:20])[CH:13]=3)[CH:8]2[C@@:4]([CH3:25])([C@@:5]([OH:24])([C:21]([O:23][CH3:26])=[O:22])[CH2:6][CH2:7]2)[CH2:3]1.